Dataset: Reaction yield outcomes from USPTO patents with 853,638 reactions. Task: Predict the reaction yield, written as a fraction of the theoretical maximum amount of product (1.0 means a 100% yield; for example, 0.34 means a 34% yield). (1) The reactants are Cl[C:2]1[N:7]=[C:6]([C:8]2[N:12]3[CH:13]=[CH:14][CH:15]=[CH:16][C:11]3=[N:10][C:9]=2[C:17]2[CH:18]=[C:19]([CH:24]=[CH:25][CH:26]=2)[C:20]([O:22][CH3:23])=[O:21])[CH:5]=[CH:4][N:3]=1.[NH2:27][C:28]1[C:29]([CH3:39])=[C:30]([O:34][CH2:35][CH2:36][NH:37][CH3:38])[CH:31]=[CH:32][CH:33]=1.[CH3:40]C(O)C. The catalyst is Cl.C(Cl)Cl. The product is [CH3:38][N:37]([CH3:40])[CH2:36][CH2:35][O:34][C:30]1[C:29]([CH3:39])=[C:28]([NH:27][C:2]2[N:7]=[C:6]([C:8]3[N:12]4[CH:13]=[CH:14][CH:15]=[CH:16][C:11]4=[N:10][C:9]=3[C:17]3[CH:18]=[C:19]([CH:24]=[CH:25][CH:26]=3)[C:20]([O:22][CH3:23])=[O:21])[CH:5]=[CH:4][N:3]=2)[CH:33]=[CH:32][CH:31]=1. The yield is 0.680. (2) The reactants are C[O:2][C:3]([C:5]1([CH3:24])[CH:9]([C:10]2[CH:15]=[CH:14][C:13]([Cl:16])=[CH:12][CH:11]=2)[CH2:8][N:7]([CH2:17][C:18]2[CH:23]=[CH:22][CH:21]=[CH:20][CH:19]=2)[CH2:6]1)=[O:4].O[Li].O. The catalyst is C1COCC1.O.CO. The product is [CH2:17]([N:7]1[CH2:8][CH:9]([C:10]2[CH:11]=[CH:12][C:13]([Cl:16])=[CH:14][CH:15]=2)[C:5]([CH3:24])([C:3]([OH:4])=[O:2])[CH2:6]1)[C:18]1[CH:19]=[CH:20][CH:21]=[CH:22][CH:23]=1. The yield is 0.970. (3) The product is [Cl:1][C:2]1[CH:7]=[CH:6][C:5]([C:8]2[O:9][C:10]3[CH:21]=[C:20]([N+:26]([O-:28])=[O:27])[C:19]([O:22][CH:23]([CH3:24])[CH3:25])=[CH:18][C:11]=3[C:12]=2[C:13]([O:15][CH2:16][CH3:17])=[O:14])=[CH:4][CH:3]=1. The yield is 0.320. The reactants are [Cl:1][C:2]1[CH:7]=[CH:6][C:5]([C:8]2[O:9][C:10]3[CH:21]=[CH:20][C:19]([O:22][CH:23]([CH3:25])[CH3:24])=[CH:18][C:11]=3[C:12]=2[C:13]([O:15][CH2:16][CH3:17])=[O:14])=[CH:4][CH:3]=1.[N+:26]([O-])([OH:28])=[O:27]. The catalyst is C(Cl)(Cl)Cl.O. (4) The reactants are Br[C:2]1[CH:3]=[C:4]([CH:23]=[CH:24][CH:25]=1)[CH2:5][O:6][C:7]1[CH:12]=[CH:11][C:10]([C:13]2([CH2:17][C:18]([O:20][CH2:21][CH3:22])=[O:19])[CH2:16][O:15][CH2:14]2)=[CH:9][CH:8]=1.[CH3:26][S:27][C:28]1[CH:33]=[CH:32][C:31](B(O)O)=[CH:30][CH:29]=1.C(=O)([O-])[O-].[K+].[K+]. The catalyst is O1CCOCC1.O. The product is [CH3:26][S:27][C:28]1[CH:33]=[CH:32][C:31]([C:2]2[CH:25]=[CH:24][CH:23]=[C:4]([CH2:5][O:6][C:7]3[CH:8]=[CH:9][C:10]([C:13]4([CH2:17][C:18]([O:20][CH2:21][CH3:22])=[O:19])[CH2:14][O:15][CH2:16]4)=[CH:11][CH:12]=3)[CH:3]=2)=[CH:30][CH:29]=1. The yield is 0.650. (5) The reactants are Br[C:2]1[CH:10]=[C:9]([Cl:11])[CH:8]=[CH:7][C:3]=1[C:4]([OH:6])=[O:5].C(=O)([O-])[O-].[K+].[K+].[NH2:18][C:19]1[CH:24]=[CH:23][CH:22]=[CH:21][CH:20]=1.Cl. The catalyst is C(OCCO)C.O.[Cu].[Cu-]=O. The product is [Cl:11][C:9]1[CH:8]=[CH:7][C:3]([C:4]([OH:6])=[O:5])=[C:2]([NH:18][C:19]2[CH:24]=[CH:23][CH:22]=[CH:21][CH:20]=2)[CH:10]=1. The yield is 0.723. (6) The reactants are C([O:3][C:4](=[O:25])[CH2:5][CH2:6][C:7]1[CH:12]=[CH:11][C:10]([S:13][CH2:14][CH2:15][C@H:16]([O:18]S(C)(=O)=O)[CH3:17])=[CH:9][C:8]=1[CH2:23][CH3:24])C.[N:26]1[CH:31]=[CH:30][CH:29]=[N:28][C:27]=1[C:32]1[CH:37]=[C:36]([C:38]([F:41])([F:40])[F:39])[CH:35]=[CH:34][C:33]=1O. No catalyst specified. The product is [CH2:23]([C:8]1[CH:9]=[C:10]([S:13][CH2:14][CH2:15][C@@H:16]([O:18][C:33]2[CH:34]=[CH:35][C:36]([C:38]([F:39])([F:40])[F:41])=[CH:37][C:32]=2[C:27]2[N:26]=[CH:31][CH:30]=[CH:29][N:28]=2)[CH3:17])[CH:11]=[CH:12][C:7]=1[CH2:6][CH2:5][C:4]([OH:3])=[O:25])[CH3:24]. The yield is 0.0300. (7) The yield is 0.0800. The catalyst is C(O)C. The reactants are [N+:1]([C:4]1[CH:9]=[CH:8][C:7](/[CH:10]=[CH:11]/[C:12]2[S:13][C:14]3[CH:20]=[CH:19][CH:18]=[CH:17][C:15]=3[N:16]=2)=[CH:6][CH:5]=1)([O-])=O.O.O.[Sn](Cl)Cl. The product is [NH2:1][C:4]1[CH:9]=[CH:8][C:7]([CH:10]=[CH:11][C:12]2[S:13][C:14]3[CH:20]=[CH:19][CH:18]=[CH:17][C:15]=3[N:16]=2)=[CH:6][CH:5]=1. (8) The reactants are C([O-])([O-])=O.[K+].[K+].[OH:7][C:8]1[CH:13]=[C:12]([OH:14])[CH:11]=[CH:10][C:9]=1[CH2:15][CH2:16][C:17]([OH:19])=[O:18].[CH2:20](Br)[C:21]1[CH:26]=[CH:25][CH:24]=[CH:23][CH:22]=1. The catalyst is CC(C)=O. The product is [CH2:20]([O:7][C:8]1[CH:13]=[C:12]([O:14][CH2:20][C:21]2[CH:26]=[CH:25][CH:24]=[CH:23][CH:22]=2)[CH:11]=[CH:10][C:9]=1[CH2:15][CH2:16][C:17]([O:19][CH2:15][C:9]1[CH:10]=[CH:11][CH:12]=[CH:13][CH:8]=1)=[O:18])[C:21]1[CH:26]=[CH:25][CH:24]=[CH:23][CH:22]=1. The yield is 0.870. (9) The reactants are [N:1]1([C:7]2[CH:19]=[C:18]([C:20]([O:22][CH3:23])=[O:21])[C:10]3[NH:11][C:12]([C:14]([F:17])([F:16])[F:15])=[N:13][C:9]=3[CH:8]=2)[CH2:6][CH2:5][O:4][CH2:3][CH2:2]1.C(=O)([O-])[O-].[K+].[K+].Br[CH2:31][C:32]1[CH:37]=[CH:36][CH:35]=[C:34]([Cl:38])[C:33]=1[Cl:39]. The catalyst is CN(C)C=O. The product is [Cl:39][C:33]1[C:34]([Cl:38])=[CH:35][CH:36]=[CH:37][C:32]=1[CH2:31][N:13]1[C:9]2[CH:8]=[C:7]([N:1]3[CH2:6][CH2:5][O:4][CH2:3][CH2:2]3)[CH:19]=[C:18]([C:20]([O:22][CH3:23])=[O:21])[C:10]=2[N:11]=[C:12]1[C:14]([F:17])([F:15])[F:16]. The yield is 0.0605. (10) The reactants are FC(F)(F)[C:3]1[CH:8]=[CH:7][C:6]([C:9]2[CH:14]=[CH:13][CH:12]=[C:11]([CH2:15][O:16][C:17]3[CH:22]=[CH:21][C:20]([C:23]4([CH2:27][C:28]([O:30][CH2:31][CH3:32])=[O:29])[CH2:26][O:25][CH2:24]4)=[CH:19][CH:18]=3)[CH:10]=2)=[CH:5][CH:4]=1.OC1C=CC(C2(CC(OCC)=O)COC2)=CC=1.C1(C2C=C(C=CC=2)CBr)C=CC=CC=1. No catalyst specified. The product is [C:9]1([C:6]2[CH:7]=[CH:8][CH:3]=[CH:4][CH:5]=2)[CH:14]=[CH:13][CH:12]=[C:11]([CH2:15][O:16][C:17]2[CH:18]=[CH:19][C:20]([C:23]3([CH2:27][C:28]([O:30][CH2:31][CH3:32])=[O:29])[CH2:26][O:25][CH2:24]3)=[CH:21][CH:22]=2)[CH:10]=1. The yield is 0.710.